Dataset: Full USPTO retrosynthesis dataset with 1.9M reactions from patents (1976-2016). Task: Predict the reactants needed to synthesize the given product. (1) Given the product [O:11]1[CH2:16][CH2:15][CH2:14][CH2:13][CH:12]1[N:17]1[CH:21]=[CH:20][C:19]([C:22]([C:24]2[CH:41]=[CH:40][C:27]3[N:28]([CH2:32][O:33][CH2:34][CH2:35][Si:36]([CH3:39])([CH3:38])[CH3:37])[C:29](=[O:31])[S:30][C:26]=3[CH:25]=2)=[CH2:1])=[N:18]1, predict the reactants needed to synthesize it. The reactants are: [CH3:1][Si]([N-][Si](C)(C)C)(C)C.[Li+].[O:11]1[CH2:16][CH2:15][CH2:14][CH2:13][CH:12]1[N:17]1[CH:21]=[CH:20][C:19]([C:22]([C:24]2[CH:41]=[CH:40][C:27]3[N:28]([CH2:32][O:33][CH2:34][CH2:35][Si:36]([CH3:39])([CH3:38])[CH3:37])[C:29](=[O:31])[S:30][C:26]=3[CH:25]=2)=O)=[N:18]1. (2) Given the product [NH2:1][C:2]1[O:3][CH2:4][C@:5]2([C:19]3[C:14](=[N:15][CH:16]=[C:17]([C:31]4[CH2:32][CH2:33][O:28][CH2:29][CH:30]=4)[CH:18]=3)[O:13][C:12]3[C:7]2=[CH:8][C:9]([OH:21])=[CH:10][CH:11]=3)[N:6]=1, predict the reactants needed to synthesize it. The reactants are: [NH2:1][C:2]1[O:3][CH2:4][C@:5]2([C:19]3[C:14](=[N:15][CH:16]=[C:17](Br)[CH:18]=3)[O:13][C:12]3[C:7]2=[CH:8][C:9]([OH:21])=[CH:10][CH:11]=3)[N:6]=1.C(=O)([O-])[O-].[K+].[K+].[O:28]1[CH2:33][CH:32]=[C:31](B2OC(C)(C)C(C)(C)O2)[CH2:30][CH2:29]1.CN(C=O)C. (3) Given the product [CH3:64][S:61]([N:60]1[CH2:59][CH2:58][O:57][C:56]2[N:65]=[C:52]([C:49]3[CH:48]=[CH:47][C:46]([C:42]4([NH2:41])[CH2:45][CH2:44][CH2:43]4)=[CH:51][CH:50]=3)[C:53]([C:66]3[CH:67]=[CH:68][CH:69]=[CH:70][CH:71]=3)=[CH:54][C:55]1=2)(=[O:63])=[O:62], predict the reactants needed to synthesize it. The reactants are: N1C=CN=C1CN1C(=O)COC2N=C(C3C=CC(C4(N)CCC4)=CC=3)C(C3C=CC=CC=3)=CC1=2.C(OC(=O)[NH:41][C:42]1([C:46]2[CH:51]=[CH:50][C:49]([C:52]3[C:53]([C:66]4[CH:71]=[CH:70][CH:69]=[CH:68][CH:67]=4)=[CH:54][C:55]4[N:60]([S:61]([CH3:64])(=[O:63])=[O:62])[CH2:59][CH2:58][O:57][C:56]=4[N:65]=3)=[CH:48][CH:47]=2)[CH2:45][CH2:44][CH2:43]1)(C)(C)C. (4) Given the product [NH2:24][C:25]1[CH2:46][O:45][CH2:44][C@:27]2([C:40]3[CH:39]=[C:38]([C:11]4[CH2:10][O:9][CH2:14][CH2:13][CH:12]=4)[CH:37]=[C:36]([F:42])[C:35]=3[O:34][C:33]3[C:28]2=[CH:29][C:30]([OH:43])=[CH:31][CH:32]=3)[N:26]=1, predict the reactants needed to synthesize it. The reactants are: P([O-])([O-])([O-])=O.[K+].[K+].[K+].[O:9]1[CH2:14][CH2:13][CH:12]=[C:11](B2OC(C)(C)C(C)(C)O2)[CH2:10]1.[NH2:24][C:25]1[CH2:46][O:45][CH2:44][C@:27]2([C:40]3[CH:39]=[C:38](Br)[CH:37]=[C:36]([F:42])[C:35]=3[O:34][C:33]3[C:28]2=[CH:29][C:30]([OH:43])=[CH:31][CH:32]=3)[N:26]=1.O. (5) Given the product [C:1]([O:5][C:6]([N:8]([CH2:29][C:30]1[CH:35]=[CH:34][CH:33]=[CH:32][N:31]=1)[CH2:9][C:10]1[CH:11]=[CH:12][C:13]([CH2:16][N:17]([CH2:37][C:38]2[N:42]([CH2:43][O:44][CH2:45][CH2:46][Si:47]([CH3:48])([CH3:49])[CH3:50])[C:41]3[CH:51]=[CH:52][CH:53]=[CH:54][C:40]=3[N:39]=2)[C:18]2([CH3:28])[C:27]3[N:26]=[CH:25][CH:24]=[CH:23][C:22]=3[CH2:21][CH2:20][CH2:19]2)=[CH:14][CH:15]=1)=[O:7])([CH3:2])([CH3:3])[CH3:4], predict the reactants needed to synthesize it. The reactants are: [C:1]([O:5][C:6]([N:8]([CH2:29][C:30]1[CH:35]=[CH:34][CH:33]=[CH:32][N:31]=1)[CH2:9][C:10]1[CH:15]=[CH:14][C:13]([CH2:16][NH:17][C:18]2([CH3:28])[C:27]3[N:26]=[CH:25][CH:24]=[CH:23][C:22]=3[CH2:21][CH2:20][CH2:19]2)=[CH:12][CH:11]=1)=[O:7])([CH3:4])([CH3:3])[CH3:2].Cl[CH2:37][C:38]1[N:42]([CH2:43][O:44][CH2:45][CH2:46][Si:47]([CH3:50])([CH3:49])[CH3:48])[C:41]2[CH:51]=[CH:52][CH:53]=[CH:54][C:40]=2[N:39]=1.C(N(C(C)C)CC)(C)C.